From a dataset of Forward reaction prediction with 1.9M reactions from USPTO patents (1976-2016). Predict the product of the given reaction. (1) Given the reactants [CH2:1]([O:3][C:4]([C:6]1[C:7]2[CH2:13][N:12](CC3C=CC=CC=3)[CH2:11][C:8]=2[NH:9][N:10]=1)=[O:5])[CH3:2], predict the reaction product. The product is: [CH2:1]([O:3][C:4]([C:6]1[C:7]2[CH2:13][NH:12][CH2:11][C:8]=2[NH:9][N:10]=1)=[O:5])[CH3:2]. (2) Given the reactants N1([O:10][C:11](=O)[C:12]([C:22]2[CH:27]=[CH:26][C:25]([O:28][C:29]3[CH:34]=[CH:33][C:32]([CH2:35][CH:36]4[S:40][C:39](=[O:41])[NH:38][C:37]4=[O:42])=[CH:31][CH:30]=3)=[CH:24][CH:23]=2)=[CH:13][C:14]2[CH:19]=[C:18]([CH3:20])[CH:17]=[C:16]([CH3:21])[CH:15]=2)C2C=CC=CC=2N=N1.[NH:44]1[CH2:49][CH2:48][O:47][CH2:46][CH2:45]1.C(O)(=O)CC(CC(O)=O)(C(O)=O)O, predict the reaction product. The product is: [CH3:20][C:18]1[CH:19]=[C:14]([CH:13]=[C:12]([C:22]2[CH:27]=[CH:26][C:25]([O:28][C:29]3[CH:34]=[CH:33][C:32]([CH2:35][CH:36]4[S:40][C:39](=[O:41])[NH:38][C:37]4=[O:42])=[CH:31][CH:30]=3)=[CH:24][CH:23]=2)[C:11]([N:44]2[CH2:49][CH2:48][O:47][CH2:46][CH2:45]2)=[O:10])[CH:15]=[C:16]([CH3:21])[CH:17]=1.